Task: Predict which catalyst facilitates the given reaction.. Dataset: Catalyst prediction with 721,799 reactions and 888 catalyst types from USPTO (1) Reactant: C(OC([N:8]1[CH2:13][CH2:12][N:11]([C:14]2[CH:19]=[CH:18][C:17]([C:20](=[O:42])[NH:21][C:22]3[C:30]4[C:25](=[CH:26][C:27]([O:31][CH2:32][CH2:33][O:34][CH2:35][C:36]5[CH:41]=[CH:40][CH:39]=[CH:38][CH:37]=5)=[CH:28][CH:29]=4)[NH:24][N:23]=3)=[CH:16][CH:15]=2)[CH2:10][CH2:9]1)=O)(C)(C)C.Cl. Product: [CH2:35]([O:34][CH2:33][CH2:32][O:31][C:27]1[CH:26]=[C:25]2[C:30]([C:22]([NH:21][C:20](=[O:42])[C:17]3[CH:18]=[CH:19][C:14]([N:11]4[CH2:10][CH2:9][NH:8][CH2:13][CH2:12]4)=[CH:15][CH:16]=3)=[N:23][NH:24]2)=[CH:29][CH:28]=1)[C:36]1[CH:37]=[CH:38][CH:39]=[CH:40][CH:41]=1. The catalyst class is: 169. (2) The catalyst class is: 145. Reactant: [O:1]=[C:2]1[NH:11][C:10]2[C:5](=[CH:6][CH:7]=[C:8]([C:12]([OH:14])=O)[CH:9]=2)[N:4]2[C:15]([CH2:18][CH2:19][CH3:20])=[N:16][N:17]=[C:3]12.[CH2:21]1[C:30]2[C:25](=[CH:26][CH:27]=[CH:28][CH:29]=2)[CH2:24][CH2:23][NH:22]1.C(N(C(C)C)CC)(C)C.F[P-](F)(F)(F)(F)F.N1(OC(N(C)C)=[N+](C)C)C2N=CC=CC=2N=N1. Product: [CH2:21]1[C:30]2[C:25](=[CH:26][CH:27]=[CH:28][CH:29]=2)[CH2:24][CH2:23][N:22]1[C:12]([C:8]1[CH:9]=[C:10]2[C:5](=[CH:6][CH:7]=1)[N:4]1[C:15]([CH2:18][CH2:19][CH3:20])=[N:16][N:17]=[C:3]1[C:2](=[O:1])[NH:11]2)=[O:14]. (3) Reactant: [NH2:1][C:2]1[CH:13]=[CH:12][CH:11]=[CH:10][C:3]=1[C:4]([NH:6][CH:7]1[CH2:9][CH2:8]1)=[O:5].[CH3:14][O:15][C:16](Cl)=[O:17]. Product: [CH3:14][O:15][C:16](=[O:17])[NH:1][C:2]1[CH:13]=[CH:12][CH:11]=[CH:10][C:3]=1[C:4](=[O:5])[NH:6][CH:7]1[CH2:8][CH2:9]1. The catalyst class is: 6.